From a dataset of Reaction yield outcomes from USPTO patents with 853,638 reactions. Predict the reaction yield, written as a fraction of the theoretical maximum amount of product (1.0 means a 100% yield; for example, 0.34 means a 34% yield). (1) The reactants are [Cl:1][C:2]1[C:3]([C:14]2[N:19]([CH2:20][C:21]3[CH:26]=[CH:25][C:24]([C:27]([CH3:30])([CH3:29])[CH3:28])=[CH:23][CH:22]=3)[C:18](=[O:31])[CH:17]=[C:16]([OH:32])[N:15]=2)=[C:4]([C:8]2[CH:13]=[CH:12][CH:11]=[CH:10][CH:9]=2)[CH:5]=[CH:6][CH:7]=1.[Cl-].C[Al+]C.CCCCCC.C(C1C=CC([CH2:51][NH2:52])=CC=1)(C)(C)C.ClC1C=CC=C(C2C=CC=CC=2)C=1C#N.C(OCC)(=O)[CH2:71][C:72]([O:74]CC)=[O:73].C[O-:82].[Na+].CO. The catalyst is O.COCCO.C1(C)C=CC=CC=1. The product is [Cl:1][C:2]1[C:3]([C:14]2[N:19]([CH2:20][C:21]3[CH:22]=[CH:23][C:24]([C:27]([CH3:28])([CH3:29])[CH3:30])=[CH:25][CH:26]=3)[C:18](=[O:31])[C:17]([C:51]([NH:52][CH2:71][C:72]([OH:74])=[O:73])=[O:82])=[C:16]([OH:32])[N:15]=2)=[C:4]([C:8]2[CH:13]=[CH:12][CH:11]=[CH:10][CH:9]=2)[CH:5]=[CH:6][CH:7]=1. The yield is 0.330. (2) The reactants are Br[C:2]1[N:7]=[C:6]([C:8]2[C:16]3[C:11](=[N:12][CH:13]=[CH:14][CH:15]=3)[N:10](C(C3C=CC=CC=3)(C3C=CC=CC=3)C3C=CC=CC=3)[N:9]=2)[CH:5]=[CH:4][CH:3]=1.[NH2:36][CH2:37][CH:38]1[CH2:43][CH2:42][CH:41]([NH:44]C(=O)OC(C)(C)C)[CH2:40][CH2:39]1.C1(P(C2CCCCC2)C2C=CC=CC=2C2C=CC=CC=2C)CCCCC1.CC(C)([O-])C.[Na+]. The catalyst is COCCOC.C(Cl)Cl.C([O-])(=O)C.[Pd+2].C([O-])(=O)C. The product is [NH2:44][CH:41]1[CH2:42][CH2:43][CH:38]([CH2:37][NH:36][C:2]2[CH:3]=[CH:4][CH:5]=[C:6]([C:8]3[C:16]4[C:11](=[N:12][CH:13]=[CH:14][CH:15]=4)[NH:10][N:9]=3)[N:7]=2)[CH2:39][CH2:40]1. The yield is 0.310. (3) The reactants are [C:1]([O:4][CH2:5][C:6]1[C:11]([N:12]2[CH2:24][CH2:23][N:15]3[C:16]4[CH2:17][CH2:18][CH2:19][CH2:20][C:21]=4[CH:22]=[C:14]3[C:13]2=[O:25])=[CH:10][C:9]([F:26])=[CH:8][C:7]=1B1OC(C)(C)C(C)(C)O1)(=[O:3])[CH3:2].Br[C:37]1[N:38]=[C:39]([NH:45][C:46]2[CH:47]=[C:48]3[C:53](=[CH:54][CH:55]=2)[CH2:52][N:51]([CH3:56])[CH2:50][CH2:49]3)[C:40](=[O:44])[N:41]([CH3:43])[CH:42]=1. No catalyst specified. The product is [C:1]([O:4][CH2:5][C:6]1[C:11]([N:12]2[CH2:24][CH2:23][N:15]3[C:16]4[CH2:17][CH2:18][CH2:19][CH2:20][C:21]=4[CH:22]=[C:14]3[C:13]2=[O:25])=[CH:10][C:9]([F:26])=[CH:8][C:7]=1[C:37]1[N:38]=[C:39]([NH:45][C:46]2[CH:47]=[C:48]3[C:53](=[CH:54][CH:55]=2)[CH2:52][N:51]([CH3:56])[CH2:50][CH2:49]3)[C:40](=[O:44])[N:41]([CH3:43])[CH:42]=1)(=[O:3])[CH3:2]. The yield is 0.580. (4) The reactants are [C:1]([C:4]1[C:9]([C:10]([OH:12])=[O:11])=[C:8]([NH:13][C:14]2[CH:19]=[CH:18][CH:17]=[CH:16][C:15]=2[Cl:20])[C:7]([F:21])=[C:6]([F:22])[CH:5]=1)(=O)[CH3:2].Cl.[NH2:24]O. The catalyst is CO.O.CCOC(C)=O. The product is [Cl:20][C:15]1[CH:16]=[CH:17][CH:18]=[CH:19][C:14]=1[NH:13][C:8]1[C:9]2[C:10](=[O:11])[O:12][N:24]=[C:1]([CH3:2])[C:4]=2[CH:5]=[C:6]([F:22])[C:7]=1[F:21]. The yield is 0.540. (5) The reactants are Br[C:2]1[CH:7]=[CH:6][C:5]([O:8][C:9]([F:12])([F:11])[F:10])=[CH:4][CH:3]=1.C([Li])CCC.CN(OC)[C:20]([CH:22]1[CH2:27][CH2:26][N:25]([CH2:28][C:29]2[CH:34]=[CH:33][CH:32]=[CH:31][CH:30]=2)[CH2:24][CH2:23]1)=[O:21].[Cl-].[NH4+]. The catalyst is C1COCC1. The product is [CH2:28]([N:25]1[CH2:26][CH2:27][CH:22]([C:20](=[O:21])[C:2]2[CH:7]=[CH:6][C:5]([O:8][C:9]([F:12])([F:11])[F:10])=[CH:4][CH:3]=2)[CH2:23][CH2:24]1)[C:29]1[CH:34]=[CH:33][CH:32]=[CH:31][CH:30]=1. The yield is 0.850. (6) The reactants are [C:1]([O:9][CH3:10])(=[O:8])/[CH:2]=[CH:3]\[C:4]([O:6][CH3:7])=[O:5].CO[CH2:13][N:14]([CH2:20][C:21]1[CH:26]=[CH:25][CH:24]=[CH:23][CH:22]=1)[CH2:15][Si](C)(C)C.C(O)(C(F)(F)F)=O. The catalyst is C(Cl)Cl. The product is [CH2:20]([N:14]1[CH2:15][CH:3]([C:4]([O:6][CH3:7])=[O:5])[CH:2]([C:1]([O:9][CH3:10])=[O:8])[CH2:13]1)[C:21]1[CH:26]=[CH:25][CH:24]=[CH:23][CH:22]=1. The yield is 0.860. (7) The reactants are P([O-])([O-])([O-])=O.[N+](C1C=CC(C[O:14][C:15]([C:17]2[N:18]3[CH:21]([S:22][CH:23]=2)[C:20]([CH:25](OC(=O)C)[C:26]2[CH:48]=[CH:47][C:29]4[O:30][C:31]5[CH:46]=[CH:45][CH:44]=[CH:43][C:32]=5[C:33](=[O:42])[N:34]([CH2:35][C:36]5[CH:41]=[CH:40][CH:39]=[CH:38][CH:37]=5)[C:28]=4[CH:27]=2)(Br)[C:19]3=[O:53])=[O:16])=CC=1)([O-])=O. The catalyst is C1COCC1.[Pd]. The product is [CH2:35]([N:34]1[C:33](=[O:42])[C:32]2[CH:43]=[CH:44][CH:45]=[CH:46][C:31]=2[O:30][C:29]2[CH:47]=[CH:48][C:26](/[CH:25]=[C:20]3/[C@@H:21]4[N:18]([C:19]/3=[O:53])[C:17]([C:15]([OH:16])=[O:14])=[CH:23][S:22]4)=[CH:27][C:28]1=2)[C:36]1[CH:37]=[CH:38][CH:39]=[CH:40][CH:41]=1. The yield is 0.240.